From a dataset of Full USPTO retrosynthesis dataset with 1.9M reactions from patents (1976-2016). Predict the reactants needed to synthesize the given product. (1) Given the product [C:11]([C:12]([C:2]1[CH:7]=[CH:6][N:5]=[C:4]([C:8]([OH:10])=[O:9])[CH:3]=1)([CH3:14])[CH3:13])#[N:15], predict the reactants needed to synthesize it. The reactants are: Cl[C:2]1[CH:7]=[CH:6][N:5]=[C:4]([C:8]([OH:10])=[O:9])[CH:3]=1.[C:11](#[N:15])[CH:12]([CH3:14])[CH3:13].[Li+].C[Si]([N-][Si](C)(C)C)(C)C. (2) Given the product [CH3:26][O:25][C:22]1[CH:23]=[CH:24][C:19]([CH2:18][N:5]2[CH2:6][C:7]3[CH:13]=[C:12]([C:14]([O:16][CH3:17])=[O:15])[CH:11]=[CH:10][C:8]=3[NH:9][C:3](=[O:2])[CH2:4]2)=[CH:20][CH:21]=1, predict the reactants needed to synthesize it. The reactants are: Cl.[O:2]=[C:3]1[NH:9][C:8]2[CH:10]=[CH:11][C:12]([C:14]([O:16][CH3:17])=[O:15])=[CH:13][C:7]=2[CH2:6][NH:5][CH2:4]1.[CH:18](=O)[C:19]1[CH:24]=[CH:23][C:22]([O:25][CH3:26])=[CH:21][CH:20]=1.CCN(CC)CC.C(O[BH-](OC(=O)C)OC(=O)C)(=O)C.[Na+]. (3) Given the product [NH2:10][C:4]1[C:5](=[O:9])[N:6]([CH3:8])[CH:7]=[C:2]([Br:1])[CH:3]=1, predict the reactants needed to synthesize it. The reactants are: [Br:1][C:2]1[CH:3]=[C:4]([N:10]=C(C2C=CC=CC=2)C2C=CC=CC=2)[C:5](=[O:9])[N:6]([CH3:8])[CH:7]=1.O1CCOCC1. (4) Given the product [CH:2]1([C:5]2[CH:10]=[C:9]([CH:11]=[O:12])[C:8]([OH:13])=[CH:7][C:6]=2[C:17]2[CH:18]=[CH:19][C:20]([F:23])=[CH:21][CH:22]=2)[CH2:3][CH2:4]1, predict the reactants needed to synthesize it. The reactants are: Cl.[CH:2]1([C:5]2[CH:10]=[C:9]([CH:11]=[O:12])[C:8]([O:13]COC)=[CH:7][C:6]=2[C:17]2[CH:22]=[CH:21][C:20]([F:23])=[CH:19][CH:18]=2)[CH2:4][CH2:3]1. (5) Given the product [F:20][C:21]([F:34])([F:33])[S:22]([O:12][C:3]1[CH:4]=[CH:5][C:6]([S:8]([CH3:11])(=[O:9])=[O:10])=[CH:7][C:2]=1[F:1])(=[O:24])=[O:23], predict the reactants needed to synthesize it. The reactants are: [F:1][C:2]1[CH:7]=[C:6]([S:8]([CH3:11])(=[O:10])=[O:9])[CH:5]=[CH:4][C:3]=1[OH:12].C(N(CC)CC)C.[F:20][C:21]([F:34])([F:33])[S:22](O[S:22]([C:21]([F:34])([F:33])[F:20])(=[O:24])=[O:23])(=[O:24])=[O:23].